Dataset: Forward reaction prediction with 1.9M reactions from USPTO patents (1976-2016). Task: Predict the product of the given reaction. (1) Given the reactants [NH:1]1[C:9]2[C:4](=[CH:5][CH:6]=[CH:7][CH:8]=2)[C:3]([C:10]([OH:12])=[O:11])=[CH:2]1.FC(F)(F)C(OC(=O)C(F)(F)F)=O.[CH3:26][O:27][C:28]([CH:30]1[CH2:37][CH:36]2[N:38]([CH2:39][C:40]([O:42][CH3:43])=[O:41])[CH:32]([CH2:33][CH:34](O)[CH2:35]2)[CH2:31]1)=[O:29].ClCCl.CO.N.[Mn]([O-])(=O)(=O)=O.[K+].C(=O)(O)[O-].[Na+], predict the reaction product. The product is: [CH3:26][O:27][C:28]([CH:30]1[CH2:37][CH:36]2[N:38]([CH2:39][C:40]([O:42][CH3:43])=[O:41])[CH:32]([CH2:33][CH:34]([O:11][C:10]([C:3]3[C:4]4[C:9](=[CH:8][CH:7]=[CH:6][CH:5]=4)[NH:1][CH:2]=3)=[O:12])[CH2:35]2)[CH2:31]1)=[O:29]. (2) Given the reactants C1(C)C=CC(S(O)(=O)=O)=CC=1.[CH2:12]([N:19]1[CH2:24][CH2:23][CH:22]([CH3:25])[CH:21]([OH:26])[CH2:20]1)[C:13]1[CH:18]=[CH:17][CH:16]=[CH:15][CH:14]=1.C(N(C(C)C)CC)(C)C, predict the reaction product. The product is: [CH2:12]([N:19]1[CH2:24][CH2:23][CH:22]([CH3:25])[C:21](=[O:26])[CH2:20]1)[C:13]1[CH:14]=[CH:15][CH:16]=[CH:17][CH:18]=1. (3) Given the reactants Br[C:2]1[N:3]=[C:4]2[C:10]([C:11]3([C:16]([CH3:19])([CH3:18])[CH3:17])[O:15][CH2:14][CH2:13][O:12]3)=[CH:9][NH:8][C:5]2=[N:6][CH:7]=1.[H-].[Na+].C([Li])CCC.[CH:27](=[O:29])[CH3:28].[Cl-].[NH4+], predict the reaction product. The product is: [C:16]([C:11]1([C:10]2[C:4]3[C:5](=[N:6][CH:7]=[C:2]([CH:27]([OH:29])[CH3:28])[N:3]=3)[NH:8][CH:9]=2)[O:15][CH2:14][CH2:13][O:12]1)([CH3:19])([CH3:18])[CH3:17]. (4) The product is: [Br:1][C:2]1[CH:21]=[CH:20][C:5]2[N:6]([C:28]([O:30][C:31]([CH3:34])([CH3:32])[CH3:33])=[O:29])[C:7]([C:9]3[CH:14]=[CH:13][C:12]([C:15]4[CH:19]=[CH:18][N:17]([C:22]([O:24][C:9]([CH3:14])([CH3:10])[CH3:7])=[O:25])[N:16]=4)=[CH:11][CH:10]=3)=[N:8][C:4]=2[CH:3]=1. Given the reactants [Br:1][C:2]1[CH:21]=[CH:20][C:5]2[NH:6][C:7]([C:9]3[CH:14]=[CH:13][C:12]([C:15]4[CH:19]=[CH:18][NH:17][N:16]=4)=[CH:11][CH:10]=3)=[N:8][C:4]=2[CH:3]=1.[C:22](=[O:25])([O-:24])[O-].[K+].[K+].[C:28](O[C:28]([O:30][C:31]([CH3:34])([CH3:33])[CH3:32])=[O:29])([O:30][C:31]([CH3:34])([CH3:33])[CH3:32])=[O:29], predict the reaction product.